Dataset: Peptide-MHC class I binding affinity with 185,985 pairs from IEDB/IMGT. Task: Regression. Given a peptide amino acid sequence and an MHC pseudo amino acid sequence, predict their binding affinity value. This is MHC class I binding data. (1) The peptide sequence is PLALEGSLQK. The MHC is HLA-A30:01 with pseudo-sequence HLA-A30:01. The binding affinity (normalized) is 0. (2) The peptide sequence is HVLSLVFGK. The MHC is HLA-B57:01 with pseudo-sequence HLA-B57:01. The binding affinity (normalized) is 0.213.